Dataset: NCI-60 drug combinations with 297,098 pairs across 59 cell lines. Task: Regression. Given two drug SMILES strings and cell line genomic features, predict the synergy score measuring deviation from expected non-interaction effect. (1) Synergy scores: CSS=48.8, Synergy_ZIP=5.00, Synergy_Bliss=5.27, Synergy_Loewe=-11.3, Synergy_HSA=6.08. Cell line: HOP-62. Drug 2: C1C(C(OC1N2C=C(C(=O)NC2=O)F)CO)O. Drug 1: C1CCC(CC1)NC(=O)N(CCCl)N=O. (2) Drug 1: CN1C2=C(C=C(C=C2)N(CCCl)CCCl)N=C1CCCC(=O)O.Cl. Drug 2: CC(C)NC(=O)C1=CC=C(C=C1)CNNC.Cl. Cell line: HS 578T. Synergy scores: CSS=-0.914, Synergy_ZIP=0.939, Synergy_Bliss=0.0270, Synergy_Loewe=-0.730, Synergy_HSA=-3.50. (3) Drug 1: C1CN(CCN1C(=O)CCBr)C(=O)CCBr. Drug 2: CC1C(C(CC(O1)OC2CC(CC3=C2C(=C4C(=C3O)C(=O)C5=C(C4=O)C(=CC=C5)OC)O)(C(=O)CO)O)N)O.Cl. Cell line: 786-0. Synergy scores: CSS=37.1, Synergy_ZIP=-7.84, Synergy_Bliss=-10.3, Synergy_Loewe=-20.2, Synergy_HSA=-6.51. (4) Drug 1: CC1CCC2CC(C(=CC=CC=CC(CC(C(=O)C(C(C(=CC(C(=O)CC(OC(=O)C3CCCCN3C(=O)C(=O)C1(O2)O)C(C)CC4CCC(C(C4)OC)OCCO)C)C)O)OC)C)C)C)OC. Drug 2: CCC1(CC2CC(C3=C(CCN(C2)C1)C4=CC=CC=C4N3)(C5=C(C=C6C(=C5)C78CCN9C7C(C=CC9)(C(C(C8N6C)(C(=O)OC)O)OC(=O)C)CC)OC)C(=O)OC)O.OS(=O)(=O)O. Cell line: MDA-MB-231. Synergy scores: CSS=4.07, Synergy_ZIP=-1.93, Synergy_Bliss=-3.06, Synergy_Loewe=2.23, Synergy_HSA=0.801.